From a dataset of Reaction yield outcomes from USPTO patents with 853,638 reactions. Predict the reaction yield, written as a fraction of the theoretical maximum amount of product (1.0 means a 100% yield; for example, 0.34 means a 34% yield). (1) The reactants are [F:1][C:2]1[CH:3]=[C:4]([C@H:8]2[CH2:12][CH2:11][CH2:10][N:9]2[C:13]2[CH:18]=[CH:17][N:16]3[N:19]=[CH:20][C:21]([C:22](O)=[O:23])=[C:15]3[N:14]=2)[CH:5]=[N:6][CH:7]=1.CN(C(ON1N=NC2[CH:36]=[CH:37][CH:38]=[N:39]C1=2)=[N+](C)C)C.F[P-](F)(F)(F)(F)F.C1(N)CC1.C(N(C(C)C)CC)(C)C. The catalyst is CN(C=O)C. The product is [CH:38]1([NH:39][C:22]([C:21]2[CH:20]=[N:19][N:16]3[CH:17]=[CH:18][C:13]([N:9]4[CH2:10][CH2:11][CH2:12][C@@H:8]4[C:4]4[CH:5]=[N:6][CH:7]=[C:2]([F:1])[CH:3]=4)=[N:14][C:15]=23)=[O:23])[CH2:36][CH2:37]1. The yield is 0.780. (2) The reactants are [F:1][C:2]1[C:3]([O:20][CH2:21][C:22]2[CH:27]=[CH:26][CH:25]=[CH:24][CH:23]=2)=[C:4]([C:8]2[NH:9][C:10]([CH3:19])=[C:11]([CH2:15][CH:16]([CH3:18])[CH3:17])[C:12](=[O:14])[N:13]=2)[CH:5]=[CH:6][CH:7]=1.[H-].[Li+].[Br-].[Li+].[CH2:32](Br)[CH2:33][C:34]1[CH:39]=[CH:38][CH:37]=[CH:36][CH:35]=1. The catalyst is CN(C=O)C.CCOC(C)=O. The product is [F:1][C:2]1[C:3]([O:20][CH2:21][C:22]2[CH:23]=[CH:24][CH:25]=[CH:26][CH:27]=2)=[C:4]([C:8]2[N:13]([CH2:32][CH2:33][C:34]3[CH:39]=[CH:38][CH:37]=[CH:36][CH:35]=3)[C:12](=[O:14])[C:11]([CH2:15][CH:16]([CH3:17])[CH3:18])=[C:10]([CH3:19])[N:9]=2)[CH:5]=[CH:6][CH:7]=1. The yield is 0.280. (3) The yield is 0.810. The product is [C:13]([C:10]1[C:11]([F:12])=[C:2]([F:1])[C:3]([NH:19][C:20]2[CH:25]=[CH:24][CH:23]=[CH:22][C:21]=2[F:26])=[C:4]([CH:9]=1)[C:5]([O:7][CH3:8])=[O:6])(=[O:27])[CH3:14]. The reactants are [F:1][C:2]1[C:3]([NH:19][C:20]2[CH:25]=[CH:24][CH:23]=[CH:22][C:21]=2[F:26])=[C:4]([CH:9]=[C:10]([C:13]#[C:14][Si](C)(C)C)[C:11]=1[F:12])[C:5]([O:7][CH3:8])=[O:6].[OH:27]S(O)(=O)=O. The catalyst is CC(C)=O. (4) The reactants are [NH2:1][CH2:2][CH2:3][CH2:4][Si](OC)(OC)OC.[CH2:12]([C:15]1C=CC=C[C:16]=1[OH:21])[CH:13]=[CH2:14]. The catalyst is C1(C)C=CC=CC=1. The product is [O:21]1[C:16]2[CH:15]=[CH:12][CH:13]=[CH:14][C:4]=2[CH:3]=[CH:2][NH:1]1. The yield is 0.940.